Dataset: Reaction yield outcomes from USPTO patents with 853,638 reactions. Task: Predict the reaction yield, written as a fraction of the theoretical maximum amount of product (1.0 means a 100% yield; for example, 0.34 means a 34% yield). (1) The reactants are [C:1]([CH2:3][C:4](ON1C(=O)CCC1=O)=[O:5])#[N:2].C(N(CC)CC)C.Cl.[O:22]=[C:23]1[C:28]([NH:29][C:30]2[N:38]=[C:37]3[C:33]([NH:34][C:35](=[O:45])[N:36]3[C@@H:39]3[CH2:44][CH2:43][CH2:42][NH:41][CH2:40]3)=[CH:32][N:31]=2)=[CH:27][CH:26]=[CH:25][NH:24]1. The catalyst is CN(C=O)C. The product is [O:5]=[C:4]([N:41]1[CH2:42][CH2:43][CH2:44][C@@H:39]([N:36]2[C:35](=[O:45])[NH:34][C:33]3[C:37]2=[N:38][C:30]([NH:29][C:28]2[C:23](=[O:22])[NH:24][CH:25]=[CH:26][CH:27]=2)=[N:31][CH:32]=3)[CH2:40]1)[CH2:3][C:1]#[N:2]. The yield is 0.380. (2) The reactants are Br[C:2]1[CH:14]=[N:13][C:5]2[NH:6][C:7](=[O:12])[CH2:8][CH2:9][CH:10]([OH:11])[C:4]=2[CH:3]=1.[CH3:15][N:16]([CH2:21][C:22]1[O:23][C:24]2[CH:31]=[CH:30][CH:29]=[CH:28][C:25]=2[C:26]=1[CH3:27])[C:17](=[O:20])[CH:18]=[CH2:19].C(N(C(C)C)C(C)C)C.CC1C=CC=CC=1P(C1C=CC=CC=1C)C1C=CC=CC=1C. The catalyst is CN(C=O)C.CC([O-])=O.CC([O-])=O.[Pd+2]. The product is [OH:11][CH:10]1[CH2:9][CH2:8][C:7](=[O:12])[NH:6][C:5]2[N:13]=[CH:14][C:2](/[CH:19]=[CH:18]/[C:17]([N:16]([CH3:15])[CH2:21][C:22]3[O:23][C:24]4[CH:31]=[CH:30][CH:29]=[CH:28][C:25]=4[C:26]=3[CH3:27])=[O:20])=[CH:3][C:4]1=2. The yield is 0.750.